From a dataset of Catalyst prediction with 721,799 reactions and 888 catalyst types from USPTO. Predict which catalyst facilitates the given reaction. Reactant: [Br:1][C:2]([OH:12])([CH3:11])[CH2:3][CH2:4][CH:5]1[NH:9][C:8](=[O:10])[CH2:7][CH2:6]1.[Si:13](Cl)([C:16]([CH3:19])([CH3:18])[CH3:17])([CH3:15])[CH3:14].N1C=CN=C1. The catalyst class is: 239. Product: [Br:1][C:2]([O:12][Si:13]([C:16]([CH3:19])([CH3:18])[CH3:17])([CH3:15])[CH3:14])([CH3:11])[CH2:3][CH2:4][CH:5]1[NH:9][C:8](=[O:10])[CH2:7][CH2:6]1.